From a dataset of Reaction yield outcomes from USPTO patents with 853,638 reactions. Predict the reaction yield, written as a fraction of the theoretical maximum amount of product (1.0 means a 100% yield; for example, 0.34 means a 34% yield). (1) The reactants are Cl.[C:2]([C:6]1[CH:26]=[CH:25][CH:24]=[CH:23][C:7]=1[O:8][CH2:9][CH2:10][N:11]([CH3:22])[C:12]([C:14]1[C:15]2[CH2:21][NH:20][CH2:19][C:16]=2[NH:17][N:18]=1)=[O:13])([CH3:5])([CH3:4])[CH3:3].[CH3:27][S:28](Cl)(=[O:30])=[O:29]. No catalyst specified. The product is [C:2]([C:6]1[CH:26]=[CH:25][CH:24]=[CH:23][C:7]=1[O:8][CH2:9][CH2:10][N:11]([CH3:22])[C:12]([C:14]1[C:15]2[CH2:21][N:20]([S:28]([CH3:27])(=[O:30])=[O:29])[CH2:19][C:16]=2[NH:17][N:18]=1)=[O:13])([CH3:5])([CH3:3])[CH3:4]. The yield is 0.400. (2) The reactants are [CH:1]1([SH:6])[CH2:5][CH2:4][CH2:3][CH2:2]1.Cl[C:8]1[N:22]=[C:21]([Cl:23])[CH:20]=[CH:19][C:9]=1[C:10]([NH:12][CH:13]1[CH2:18][CH2:17][CH2:16][CH2:15][CH2:14]1)=[O:11].C(=O)([O-])[O-].[Na+].[Na+]. The catalyst is CN(C=O)C. The product is [Cl:23][C:21]1[CH:20]=[CH:19][C:9]([C:10]([NH:12][CH:13]2[CH2:18][CH2:17][CH2:16][CH2:15][CH2:14]2)=[O:11])=[C:8]([S:6][CH:1]2[CH2:5][CH2:4][CH2:3][CH2:2]2)[N:22]=1. The yield is 0.556. (3) The reactants are [NH2:1][C:2]1[O:6][N:5]=[C:4]([C:7]([CH3:10])([CH3:9])[CH3:8])[CH:3]=1.[Br:11]N1C(=O)CCC1=O. No catalyst specified. The product is [NH2:1][C:2]1[O:6][N:5]=[C:4]([C:7]([CH3:10])([CH3:9])[CH3:8])[C:3]=1[Br:11]. The yield is 0.640.